From a dataset of Catalyst prediction with 721,799 reactions and 888 catalyst types from USPTO. Predict which catalyst facilitates the given reaction. (1) Reactant: [CH3:1][O:2][C:3]1[CH:8]=[CH:7][C:6]([CH2:9][N:10]2[C:15](=[O:16])[C:14]([CH2:17][CH2:18][C:19](OCCCC)=[O:20])=[CH:13][C:12](=[O:26])[NH:11]2)=[CH:5][CH:4]=1.[H-].[Al+3].[Li+].[H-].[H-].[H-].C1COCC1.Cl. Product: [OH:20][CH2:19][CH2:18][CH2:17][C:14]1[C:15](=[O:16])[N:10]([CH2:9][C:6]2[CH:5]=[CH:4][C:3]([O:2][CH3:1])=[CH:8][CH:7]=2)[NH:11][C:12](=[O:26])[CH:13]=1. The catalyst class is: 12. (2) Reactant: [NH2:1][C@H:2]([C:4]1[N:9]([C:10]2[CH:15]=[CH:14][CH:13]=[CH:12][CH:11]=2)[C:8](=[O:16])[C:7]2=[C:17]([S:20][C:21]3[CH:26]=[CH:25][CH:24]=[CH:23][C:22]=3[OH:27])[CH:18]=[CH:19][N:6]2[N:5]=1)[CH3:3].[NH2:28][C:29]1[C:34]([C:35]#[N:36])=[C:33](Cl)[N:32]=[CH:31][N:30]=1.C(N(CC)C(C)C)(C)C. Product: [NH2:28][C:29]1[C:34]([C:35]#[N:36])=[C:33]([NH:1][C@H:2]([C:4]2[N:9]([C:10]3[CH:15]=[CH:14][CH:13]=[CH:12][CH:11]=3)[C:8](=[O:16])[C:7]3=[C:17]([S:20][C:21]4[CH:26]=[CH:25][CH:24]=[CH:23][C:22]=4[OH:27])[CH:18]=[CH:19][N:6]3[N:5]=2)[CH3:3])[N:32]=[CH:31][N:30]=1. The catalyst class is: 107.